Predict which catalyst facilitates the given reaction. From a dataset of Catalyst prediction with 721,799 reactions and 888 catalyst types from USPTO. (1) Reactant: [Br:1][CH2:2][C:3]([C:5]1[CH:10]=[CH:9][C:8]([S:11][CH3:12])=[CH:7][CH:6]=1)=[O:4].ClC1C=CC=C(C(OO)=[O:21])C=1.ClC1C=C(C=CC=1)C(O)=O. Product: [Br:1][CH2:2][C:3]([C:5]1[CH:10]=[CH:9][C:8]([S:11]([CH3:12])=[O:21])=[CH:7][CH:6]=1)=[O:4]. The catalyst class is: 22. (2) Reactant: [Br:1][C:2]1[CH:3]=[CH:4][C:5]([N:8]2[CH2:13][CH2:12][NH:11][CH2:10][CH2:9]2)=[N:6][CH:7]=1.C(N(CC)CC)C.[CH3:21][S:22](Cl)(=[O:24])=[O:23]. Product: [Br:1][C:2]1[CH:3]=[CH:4][C:5]([N:8]2[CH2:9][CH2:10][N:11]([S:22]([CH3:21])(=[O:24])=[O:23])[CH2:12][CH2:13]2)=[N:6][CH:7]=1. The catalyst class is: 4. (3) Reactant: [NH2:1][C:2]1[N:7]([CH:8]([C:10]2[NH:14][C:13]3[CH:15]=[CH:16][CH:17]=[CH:18][C:12]=3[N:11]=2)[CH3:9])[C:6](=[S:19])[NH:5][C:4](=[O:20])[CH:3]=1.[N:21]([O-])=O.[Na+].S(S([O-])=O)([O-])=O.[Na+].[Na+]. Product: [NH2:21][C:3]1[C:4](=[O:20])[NH:5][C:6](=[S:19])[N:7]([CH:8]([C:10]2[NH:14][C:13]3[CH:15]=[CH:16][CH:17]=[CH:18][C:12]=3[N:11]=2)[CH3:9])[C:2]=1[NH2:1]. The catalyst class is: 86. (4) The catalyst class is: 2. Product: [Cl:1][C:2]1[CH:8]=[C:7]([O:9][C:10]2[C:19]3[C:14](=[CH:15][C:16]([O:22][CH3:23])=[C:17]([O:20][CH3:21])[CH:18]=3)[N:13]=[CH:12][N:11]=2)[CH:6]=[CH:5][C:3]=1[NH:4][C:42](=[O:48])[O:43][CH2:44][CH2:58][CH2:57][O:56][C:55]1[CH:61]=[CH:62][C:52]([O:51][CH3:50])=[CH:53][CH:54]=1. Reactant: [Cl:1][C:2]1[CH:8]=[C:7]([O:9][C:10]2[C:19]3[C:14](=[CH:15][C:16]([O:22][CH3:23])=[C:17]([O:20][CH3:21])[CH:18]=3)[N:13]=[CH:12][N:11]=2)[CH:6]=[CH:5][C:3]=1[NH2:4].C1(C)C=CC=CC=1.C(N(CC)CC)C.ClC(Cl)(O[C:42](=[O:48])[O:43][C:44](Cl)(Cl)Cl)Cl.[CH3:50][O:51][C:52]1[CH:62]=[CH:61][C:55]([O:56][CH2:57][CH2:58]CO)=[CH:54][CH:53]=1. (5) Reactant: [Cl:1][C:2]1[C:11]2[C:6](=[CH:7][CH:8]=[CH:9][CH:10]=2)[CH:5]=[C:4]([C:12]2[CH:17]=[CH:16][C:15]([O:18][CH3:19])=[CH:14][CH:13]=2)[N:3]=1.[OH:20][CH2:21][CH2:22][N:23]1[CH2:28][CH2:27][NH:26][CH2:25][CH2:24]1.C(=O)([O-])[O-].[K+].[K+]. Product: [ClH:1].[ClH:1].[OH:20][CH2:21][CH2:22][N:23]1[CH2:28][CH2:27][N:26]([C:2]2[C:11]3[C:6](=[CH:7][CH:8]=[CH:9][CH:10]=3)[CH:5]=[C:4]([C:12]3[CH:17]=[CH:16][C:15]([O:18][CH3:19])=[CH:14][CH:13]=3)[N:3]=2)[CH2:25][CH2:24]1. The catalyst class is: 9.